Predict the reactants needed to synthesize the given product. From a dataset of Full USPTO retrosynthesis dataset with 1.9M reactions from patents (1976-2016). (1) Given the product [Cl:39][C:40]1[CH:45]=[CH:44][C:43]([CH2:46][CH2:47][NH:48][C:9]([C:8]2[CH:7]=[CH:6][C:5]([CH2:4][C:3]([O:2][CH3:1])=[O:14])=[CH:13][CH:12]=2)=[O:11])=[CH:42][CH:41]=1, predict the reactants needed to synthesize it. The reactants are: [CH3:1][O:2][C:3](=[O:14])[CH2:4][C:5]1[CH:13]=[CH:12][C:8]([C:9]([OH:11])=O)=[CH:7][CH:6]=1.F[P-](F)(F)(F)(F)F.N1(OC(N(C)C)=[N+](C)C)C2N=CC=CC=2N=N1.[Cl:39][C:40]1[CH:45]=[CH:44][C:43]([CH2:46][CH2:47][NH2:48])=[CH:42][CH:41]=1. (2) Given the product [CH3:13][C:14]1[CH:19]=[CH:18][C:17]([C:20]2[N:21]=[C:22]([CH2:38][N:39]3[CH:43]=[N:42][N:41]=[N:40]3)[C:23]([C:33]([NH:12][N:6]3[CH2:11][CH2:10][CH2:9][CH2:8][CH2:7]3)=[O:34])=[N:24][C:25]=2[C:26]2[CH:27]=[CH:28][C:29]([CH3:32])=[CH:30][CH:31]=2)=[CH:16][CH:15]=1, predict the reactants needed to synthesize it. The reactants are: C[Al](C)C.[Cl-].[N:6]1([NH3+:12])[CH2:11][CH2:10][CH2:9][CH2:8][CH2:7]1.[CH3:13][C:14]1[CH:19]=[CH:18][C:17]([C:20]2[N:21]=[C:22]([CH2:38][N:39]3[CH:43]=[N:42][N:41]=[N:40]3)[C:23]([C:33](OCC)=[O:34])=[N:24][C:25]=2[C:26]2[CH:31]=[CH:30][C:29]([CH3:32])=[CH:28][CH:27]=2)=[CH:16][CH:15]=1. (3) Given the product [Cl:1][C:2]1[N:7]=[C:6]([NH:18][CH3:16])[C:5]([N+:9]([O-:11])=[O:10])=[CH:4][N:3]=1, predict the reactants needed to synthesize it. The reactants are: [Cl:1][C:2]1[N:7]=[C:6](Cl)[C:5]([N+:9]([O-:11])=[O:10])=[CH:4][N:3]=1.CN.CO.[CH2:16]([N:18](CC)CC)C.